Dataset: Full USPTO retrosynthesis dataset with 1.9M reactions from patents (1976-2016). Task: Predict the reactants needed to synthesize the given product. (1) Given the product [C:18]([NH:22][S:23]([C:26]1[CH:27]=[N:28][CH:29]=[C:30]([C:5]2[N:4]3[CH:9]=[CH:10][C:11]([C:12]4[CH:17]=[CH:16][CH:15]=[CH:14][CH:13]=4)=[C:3]3[C:2]([Cl:1])=[N:7][N:6]=2)[CH:31]=1)(=[O:25])=[O:24])([CH3:21])([CH3:19])[CH3:20], predict the reactants needed to synthesize it. The reactants are: [Cl:1][C:2]1[C:3]2[N:4]([CH:9]=[CH:10][C:11]=2[C:12]2[CH:17]=[CH:16][CH:15]=[CH:14][CH:13]=2)[C:5](Cl)=[N:6][N:7]=1.[C:18]([NH:22][S:23]([C:26]1[CH:27]=[N:28][CH:29]=[C:30](B2OC(C)(C)C(C)(C)O2)[CH:31]=1)(=[O:25])=[O:24])([CH3:21])([CH3:20])[CH3:19].C(=O)([O-])[O-].[K+].[K+]. (2) Given the product [CH3:1][C:2]1[C:3]([N:9]2[CH2:10][CH2:11][N:12]([C:15]([C:17]3[CH:18]=[CH:19][C:20]([N:23]4[CH2:28][CH2:27][CH2:26][N:25]([CH3:30])[C:24]4=[O:29])=[CH:21][CH:22]=3)=[O:16])[CH2:13][CH2:14]2)=[N:4][CH:5]=[C:6]([CH3:8])[CH:7]=1, predict the reactants needed to synthesize it. The reactants are: [CH3:1][C:2]1[C:3]([N:9]2[CH2:14][CH2:13][N:12]([C:15]([C:17]3[CH:22]=[CH:21][C:20]([N:23]4[CH2:28][CH2:27][CH2:26][NH:25][C:24]4=[O:29])=[CH:19][CH:18]=3)=[O:16])[CH2:11][CH2:10]2)=[N:4][CH:5]=[C:6]([CH3:8])[CH:7]=1.[CH3:30]I.